Dataset: Full USPTO retrosynthesis dataset with 1.9M reactions from patents (1976-2016). Task: Predict the reactants needed to synthesize the given product. (1) Given the product [CH2:1]([C@@H:8]1[CH2:13][N:12]2[CH2:14][C@@H:15]([O:18][S:45]([CH3:44])(=[O:47])=[O:46])[CH2:16][CH2:17][C@@H:11]2[CH2:10][N:9]1[C:19](=[O:20])[C:21]1[CH:26]=[C:25]([C:27]([F:28])([F:29])[F:30])[CH:24]=[C:23]([C:31]([F:34])([F:32])[F:33])[CH:22]=1)[C:2]1[CH:7]=[CH:6][CH:5]=[CH:4][CH:3]=1, predict the reactants needed to synthesize it. The reactants are: [CH2:1]([C@@H:8]1[CH2:13][N:12]2[CH2:14][C@@H:15]([OH:18])[CH2:16][CH2:17][C@@H:11]2[CH2:10][N:9]1[C:19]([C:21]1[CH:26]=[C:25]([C:27]([F:30])([F:29])[F:28])[CH:24]=[C:23]([C:31]([F:34])([F:33])[F:32])[CH:22]=1)=[O:20])[C:2]1[CH:7]=[CH:6][CH:5]=[CH:4][CH:3]=1.C(N(C(C)C)CC)(C)C.[CH3:44][S:45](Cl)(=[O:47])=[O:46]. (2) Given the product [Cl:1][C:2]1[CH:3]=[C:4]([CH:15]=[CH:16][CH:17]=1)[C:5]([NH:7][C:8]1[CH:13]=[C:12]([O:18][C:19]2[CH:20]=[N:21][CH:22]=[CH:23][CH:24]=2)[CH:11]=[CH:10][N:9]=1)=[O:6], predict the reactants needed to synthesize it. The reactants are: [Cl:1][C:2]1[CH:3]=[C:4]([CH:15]=[CH:16][CH:17]=1)[C:5]([NH:7][C:8]1[CH:13]=[C:12](Cl)[CH:11]=[CH:10][N:9]=1)=[O:6].[OH:18][C:19]1[CH:20]=[N:21][CH:22]=[CH:23][CH:24]=1.C([O-])([O-])=O.[Cs+].[Cs+].Cl.CN(C)CC(O)=O. (3) Given the product [C:15]1([C@H:38]2[CH2:37][CH2:36][CH:35]=[CH:34]2)[C:24]2[C:19](=[CH:20][CH:21]=[CH:22][CH:23]=2)[CH:18]=[CH:17][CH:16]=1, predict the reactants needed to synthesize it. The reactants are: O1CCOCC1.O([C:15]1[C:24]2[C:19](=[CH:20][CH:21]=[CH:22][CH:23]=2)[CH:18]=[CH:17][CH:16]=1)S(C(F)(F)F)(=O)=O.C(N(C(C)C)C(C)C)C.[CH:34]1[CH2:38][CH2:37][CH2:36][CH:35]=1. (4) Given the product [Br:11][C:10]([Br:12])=[CH:6][C:5]1[CH:8]=[CH:9][C:2]([F:1])=[CH:3][CH:4]=1, predict the reactants needed to synthesize it. The reactants are: [F:1][C:2]1[CH:9]=[CH:8][C:5]([CH:6]=O)=[CH:4][CH:3]=1.[C:10](Br)(Br)([Br:12])[Br:11].C1(P(C2C=CC=CC=2)C2C=CC=CC=2)C=CC=CC=1. (5) Given the product [CH:10]([N:8]1[CH2:9][CH:6]([N:26]2[CH2:25][CH2:24][N:23]([C:29]([O:31][C:32]([CH3:35])([CH3:34])[CH3:33])=[O:30])[CH2:28][CH2:27]2)[CH2:7]1)([C:17]1[CH:22]=[CH:21][CH:20]=[CH:19][CH:18]=1)[C:11]1[CH:16]=[CH:15][CH:14]=[CH:13][CH:12]=1, predict the reactants needed to synthesize it. The reactants are: CS(O[CH:6]1[CH2:9][N:8]([CH:10]([C:17]2[CH:22]=[CH:21][CH:20]=[CH:19][CH:18]=2)[C:11]2[CH:16]=[CH:15][CH:14]=[CH:13][CH:12]=2)[CH2:7]1)(=O)=O.[N:23]1([C:29]([O:31][C:32]([CH3:35])([CH3:34])[CH3:33])=[O:30])[CH2:28][CH2:27][NH:26][CH2:25][CH2:24]1.C([O-])([O-])=O.[K+].[K+]. (6) Given the product [CH2:17]([C@@H:16]1[C@@H:22]([O:26][Si:27]([CH:28]([CH3:29])[CH3:30])([CH:34]([CH3:36])[CH3:35])[CH:31]([CH3:33])[CH3:32])[C@H:23]([CH3:24])[O:25][C:10](=[O:11])[C@@H:9]([NH:8][C:6](=[O:7])[O:5][C:1]([CH3:3])([CH3:4])[CH3:2])[CH2:13][CH2:14][CH2:15]1)[CH2:18][CH:19]([CH3:20])[CH3:21], predict the reactants needed to synthesize it. The reactants are: [C:1]([O:5][C:6]([NH:8][C@@H:9]([CH2:13][CH2:14][CH2:15][C@@H:16]([C@@H:22]([O:26][Si:27]([CH:34]([CH3:36])[CH3:35])([CH:31]([CH3:33])[CH3:32])[CH:28]([CH3:30])[CH3:29])[C@@H:23]([OH:25])[CH3:24])[CH2:17][CH2:18][CH:19]([CH3:21])[CH3:20])[C:10](O)=[O:11])=[O:7])([CH3:4])([CH3:3])[CH3:2].CC1C=CC=C([N+]([O-])=O)C=1C(OC(C1C([N+]([O-])=O)=CC=CC=1C)=O)=O. (7) Given the product [N:15]12[CH2:20][CH2:19][CH:18]([CH2:21][CH2:22]1)[C@@H:17]([NH:23][C:24]([C:26]1[O:27][C:28]3[CH:34]=[CH:33][C:32]([C:4]4[CH:5]=[CH:6][CH:7]=[CH:8][C:3]=4[CH2:2][OH:1])=[CH:31][C:29]=3[CH:30]=1)=[O:25])[CH2:16]2, predict the reactants needed to synthesize it. The reactants are: [OH:1][CH2:2][C:3]1[CH:8]=[CH:7][CH:6]=[CH:5][C:4]=1B(O)O.[OH-].[Na+].Cl.[N:15]12[CH2:22][CH2:21][CH:18]([CH2:19][CH2:20]1)[C@@H:17]([NH:23][C:24]([C:26]1[O:27][C:28]3[CH:34]=[CH:33][C:32](Br)=[CH:31][C:29]=3[CH:30]=1)=[O:25])[CH2:16]2. (8) Given the product [OH:44][C@H:45]([CH2:46][NH:30][C:31]1[CH:32]=[CH:33][C:34]([N:37]2[CH2:42][CH2:41][O:40][CH2:39][C:38]2=[O:43])=[CH:35][CH:36]=1)[CH2:47][N:48]1[C:49](=[O:58])[C:50]2[C:55](=[CH:54][CH:53]=[CH:52][CH:51]=2)[C:56]1=[O:57], predict the reactants needed to synthesize it. The reactants are: C1C(N2C(=O)COCC2)=CC=C(N2C(=O)O[C@@H](CNC(C3SC(Cl)=CC=3)=O)C2)C=1.[NH2:30][C:31]1[CH:36]=[CH:35][C:34]([N:37]2[CH2:42][CH2:41][O:40][CH2:39][C:38]2=[O:43])=[CH:33][CH:32]=1.[O:44]1[CH2:46][C@@H:45]1[CH2:47][N:48]1[C:56](=[O:57])[C:55]2[C:50](=[CH:51][CH:52]=[CH:53][CH:54]=2)[C:49]1=[O:58]. (9) Given the product [N:6]1[CH:7]=[CH:8][C:3]([CH2:2][NH:12][CH:9]([CH3:11])[CH3:10])=[CH:4][CH:5]=1, predict the reactants needed to synthesize it. The reactants are: Br[CH2:2][C:3]1[CH:8]=[CH:7][N:6]=[CH:5][CH:4]=1.[CH:9]([NH2:12])([CH3:11])[CH3:10]. (10) Given the product [F:18][C:16]1[CH:17]=[C:9]2[C:10]([C:11](=[O:12])[NH:6][CH:5]=[N:7]2)=[CH:14][CH:15]=1, predict the reactants needed to synthesize it. The reactants are: C(O)(=O)C.[CH:5]([NH2:7])=[NH:6].N[C:9]1[CH:17]=[C:16]([F:18])[CH:15]=[CH:14][C:10]=1[C:11](O)=[O:12].